This data is from Catalyst prediction with 721,799 reactions and 888 catalyst types from USPTO. The task is: Predict which catalyst facilitates the given reaction. (1) Reactant: [C:1]([C:5]1[S:6][CH:7]=[C:8](/[CH:10]=[CH:11]/[C:12]2[C:13]([O:23]COC)=[N:14][N:15]([C:17]3[CH:22]=[CH:21][CH:20]=[CH:19][CH:18]=3)[CH:16]=2)[N:9]=1)([CH3:4])([CH3:3])[CH3:2].[ClH:27]. Product: [ClH:27].[C:1]([C:5]1[S:6][CH:7]=[C:8](/[CH:10]=[CH:11]/[C:12]2[C:13]([OH:23])=[N:14][N:15]([C:17]3[CH:22]=[CH:21][CH:20]=[CH:19][CH:18]=3)[CH:16]=2)[N:9]=1)([CH3:4])([CH3:2])[CH3:3]. The catalyst class is: 5. (2) Reactant: C(=O)([O-])[O-].[K+].[K+].Br[CH2:8][C:9]1[CH:21]=[CH:20][C:19]([C:22]([F:25])([F:24])[F:23])=[CH:18][C:10]=1[C:11]([O:13][C:14]([CH3:17])([CH3:16])[CH3:15])=[O:12].[I:26][C:27]1[CH:32]=[CH:31][C:30]([OH:33])=[CH:29][CH:28]=1.O. Product: [I:26][C:27]1[CH:32]=[CH:31][C:30]([O:33][CH2:8][C:9]2[CH:21]=[CH:20][C:19]([C:22]([F:25])([F:24])[F:23])=[CH:18][C:10]=2[C:11]([O:13][C:14]([CH3:17])([CH3:16])[CH3:15])=[O:12])=[CH:29][CH:28]=1. The catalyst class is: 9. (3) Reactant: [Cl:1][C:2]1[CH:7]=[CH:6][C:5]([C:8]2[CH:17]=[N:16][CH:15]=[C:14]3[C:9]=2[CH:10]=[C:11]([C:18]([OH:20])=O)[CH:12]=[N:13]3)=[CH:4][CH:3]=1.C(Cl)(=O)C(Cl)=O.Cl.[CH3:28][S:29]([C:32]1[CH:37]=[CH:36][C:35]([CH2:38][NH2:39])=[CH:34][CH:33]=1)(=[O:31])=[O:30].C(N(CC)CC)C. Product: [Cl:1][C:2]1[CH:3]=[CH:4][C:5]([C:8]2[CH:17]=[N:16][CH:15]=[C:14]3[C:9]=2[CH:10]=[C:11]([C:18]([NH:39][CH2:38][C:35]2[CH:34]=[CH:33][C:32]([S:29]([CH3:28])(=[O:31])=[O:30])=[CH:37][CH:36]=2)=[O:20])[CH:12]=[N:13]3)=[CH:6][CH:7]=1. The catalyst class is: 120. (4) Reactant: [CH3:1][C:2]1[CH:10]=[C:9]([CH3:11])[C:8]([C:12]2[N:13]=[C:14]([CH:18]3[CH2:22][CH2:21][O:20][CH2:19]3)[NH:15][C:16]=2[CH3:17])=[CH:7][C:3]=1[C:4](O)=[O:5].Cl.[NH:24]1[CH2:27][CH:26]([C:28]2[CH:35]=[CH:34][C:31]([C:32]#[N:33])=[CH:30][CH:29]=2)[CH2:25]1.CCN=C=NCCCN(C)C.C1C=CC2N(O)N=NC=2C=1.CCN(C(C)C)C(C)C. Product: [CH3:1][C:2]1[CH:10]=[C:9]([CH3:11])[C:8]([C:12]2[N:13]=[C:14]([CH:18]3[CH2:22][CH2:21][O:20][CH2:19]3)[NH:15][C:16]=2[CH3:17])=[CH:7][C:3]=1[C:4]([N:24]1[CH2:27][CH:26]([C:28]2[CH:35]=[CH:34][C:31]([C:32]#[N:33])=[CH:30][CH:29]=2)[CH2:25]1)=[O:5]. The catalyst class is: 3. (5) Reactant: Cl[C:2]1[O:3][C:4]([CH2:14][CH2:15][CH2:16][O:17][C:18]2[CH:23]=[CH:22][CH:21]=[CH:20][C:19]=2[CH3:24])=[C:5]([C:7]2[CH:12]=[CH:11][C:10]([Cl:13])=[CH:9][CH:8]=2)[N:6]=1.[CH3:25][C:26]1[CH:30]=[C:29]([CH3:31])[NH:28][N:27]=1.C(=O)([O-])[O-].[K+].[K+].CN(C)C=O. Product: [Cl:13][C:10]1[CH:11]=[CH:12][C:7]([C:5]2[N:6]=[C:2]([N:27]3[C:26]([CH3:25])=[CH:30][C:29]([CH3:31])=[N:28]3)[O:3][C:4]=2[CH2:14][CH2:15][CH2:16][O:17][C:18]2[CH:23]=[CH:22][CH:21]=[CH:20][C:19]=2[CH3:24])=[CH:8][CH:9]=1. The catalyst class is: 6. (6) The catalyst class is: 1. Product: [CH2:24]1[C:23]2[C:18](=[CH:19][CH:20]=[CH:21][CH:22]=2)[CH2:17][CH:16]1[N:12]1[C:11]([CH2:9][OH:8])=[CH:15][N:14]=[CH:13]1. Reactant: [H-].[H-].[H-].[H-].[Li+].[Al+3].C[O:8][C:9]([C:11]1[N:12]([CH:16]2[CH2:24][C:23]3[C:18](=[CH:19][CH:20]=[CH:21][CH:22]=3)[CH2:17]2)[CH:13]=[N:14][CH:15]=1)=O. (7) Reactant: [I:1][C:2]1[CH:3]=[C:4]2[C:8](=[CH:9][CH:10]=1)[NH:7][C:6](=[O:11])[C:5]2=O.[OH-:13].[Na+].[N:15]([O-])=O.[Na+].S(=O)(=O)(O)O.[Sn](Cl)(Cl)(Cl)Cl. Product: [I:1][C:2]1[CH:3]=[C:4]2[C:8](=[CH:9][CH:10]=1)[NH:7][N:15]=[C:5]2[C:6]([OH:11])=[O:13]. The catalyst class is: 6. (8) Reactant: Cl[CH:2]([C:14]1[CH:19]=[CH:18][CH:17]=[CH:16][CH:15]=1)[C:3]([C:5]1[C:13]2[C:8](=[CH:9][CH:10]=[CH:11][CH:12]=2)[NH:7][CH:6]=1)=[O:4].[CH3:20][N:21]([CH2:23][C:24]1[CH:25]=[C:26]([CH:28]=[C:29]([O:31][CH3:32])[CH:30]=1)[NH2:27])[CH3:22]. Product: [CH3:22][N:21]([CH2:23][C:24]1[CH:25]=[C:26]([NH:27][CH:2]([C:14]2[CH:19]=[CH:18][CH:17]=[CH:16][CH:15]=2)[C:3]([C:5]2[C:13]3[C:8](=[CH:9][CH:10]=[CH:11][CH:12]=3)[NH:7][CH:6]=2)=[O:4])[CH:28]=[C:29]([O:31][CH3:32])[CH:30]=1)[CH3:20]. The catalyst class is: 10. (9) Reactant: [Cl:1][C:2]1[CH:7]=[CH:6][CH:5]=[CH:4][C:3]=1B(O)O.[O-]P(OP(OP([O-])([O-])=O)([O-])=O)(=O)[O-].[K+].[K+].[K+].[K+].[K+].Br[C:30]1[CH:39]=[CH:38][C:37]2[NH:36][C:35](=[O:40])[C:34]3[NH:41][CH:42]=[CH:43][C:33]=3[C:32]=2[CH:31]=1.[CH2:44]([C:46]([O-:48])=[O:47])[CH3:45].O. Product: [Cl:1][C:2]1[CH:7]=[CH:6][CH:5]=[CH:4][C:3]=1[C:30]1[CH:39]=[CH:38][C:37]2[NH:36][C:35](=[O:40])[C:34]3[NH:41][CH:42]=[CH:43][C:33]=3[C:32]=2[CH:31]=1.[CH2:44]([C:46]([O-:48])=[O:47])[CH3:45]. The catalyst class is: 184.